This data is from Catalyst prediction with 721,799 reactions and 888 catalyst types from USPTO. The task is: Predict which catalyst facilitates the given reaction. (1) Reactant: [NH2:1][C:2]1[N:11]=[C:10]([OH:12])[C:9]2[C:8]([C:13](OC)=[O:14])=[CH:7][CH:6]=[CH:5][C:4]=2[N:3]=1.[H-].[H-].[H-].[H-].[Li+].[Al+3].CCOC(C)=O. Product: [NH2:1][C:2]1[N:11]=[C:10]([OH:12])[C:9]2[C:4](=[CH:5][CH:6]=[CH:7][C:8]=2[CH2:13][OH:14])[N:3]=1. The catalyst class is: 1. (2) Reactant: ClC(Cl)(Cl)C([N:5]1[CH2:10][CH2:9][N:8]([C:11]2[CH:16]=[C:15]([S:17]([N:20]3[C:28]4[C:23](=[CH:24][CH:25]=[C:26]([F:29])[CH:27]=4)[CH:22]=[CH:21]3)(=[O:19])=[O:18])[CH:14]=[CH:13][C:12]=2[O:30][CH2:31][C:32]([F:35])([F:34])[F:33])[CH2:7][CH2:6]1)=O.[OH-].[K+]. Product: [F:29][C:26]1[CH:27]=[C:28]2[C:23]([CH:22]=[CH:21][N:20]2[S:17]([C:15]2[CH:14]=[CH:13][C:12]([O:30][CH2:31][C:32]([F:33])([F:34])[F:35])=[C:11]([N:8]3[CH2:7][CH2:6][NH:5][CH2:10][CH2:9]3)[CH:16]=2)(=[O:19])=[O:18])=[CH:24][CH:25]=1. The catalyst class is: 1. (3) Reactant: [C:1]([N:8]1[CH:12]=[CH:11]N=C1)(N1C=CN=C1)=[S:2].[C:13]([O:17][C:18]1C=C([CH:22]=[C:23]([F:25])[CH:24]=1)N)([CH3:16])([CH3:15])[CH3:14]. Product: [C:13]([O:17][C:18]1[CH:11]=[C:12]([N:8]=[C:1]=[S:2])[CH:22]=[C:23]([F:25])[CH:24]=1)([CH3:16])([CH3:15])[CH3:14]. The catalyst class is: 46. (4) Product: [CH2:8]([C@H:4]([N:3]([CH3:2])[C:15](=[O:22])[C:16]1[CH:21]=[CH:20][CH:19]=[CH:18][CH:17]=1)[CH2:5][C:6]#[N:7])[C:9]1[CH:14]=[CH:13][CH:12]=[CH:11][CH:10]=1. Reactant: Cl.[CH3:2][NH:3][C@@H:4]([CH2:8][C:9]1[CH:14]=[CH:13][CH:12]=[CH:11][CH:10]=1)[CH2:5][C:6]#[N:7].[C:15](Cl)(=[O:22])[C:16]1[CH:21]=[CH:20][CH:19]=[CH:18][CH:17]=1.C(=O)([O-])[O-].[K+].[K+].CCOC(C)=O. The catalyst class is: 2. (5) Reactant: [CH:1]1[C:6]([NH:7][C:8]([C:10]2[CH:15]=[CH:14][C:13]([Cl:16])=[N+:12]([O-])[CH:11]=2)=[O:9])=[CH:5][CH:4]=[C:3]([F:18])[CH:2]=1.CNC.C(OCC)(=O)C.O. Product: [Cl:16][C:13]1[CH:14]=[CH:15][C:10]([C:8]([NH:7][C:6]2[CH:1]=[CH:2][C:3]([F:18])=[CH:4][CH:5]=2)=[O:9])=[CH:11][N:12]=1. The catalyst class is: 1. (6) Reactant: [CH3:1][O:2][C:3]([CH2:5][CH2:6][CH2:7][CH2:8][CH2:9][CH2:10][CH2:11][CH2:12][CH2:13][S:14][C:15]1[CH:23]=[CH:22][C:18]([C:19]([OH:21])=[O:20])=[CH:17][CH:16]=1)=[O:4].[C:24](OC(O[C:24]([CH3:27])([CH3:26])[CH3:25])N(C)C)([CH3:27])([CH3:26])[CH3:25]. Product: [C:24]([O:20][C:19](=[O:21])[C:18]1[CH:17]=[CH:16][C:15]([S:14][CH2:13][CH2:12][CH2:11][CH2:10][CH2:9][CH2:8][CH2:7][CH2:6][CH2:5][C:3]([O:2][CH3:1])=[O:4])=[CH:23][CH:22]=1)([CH3:27])([CH3:26])[CH3:25]. The catalyst class is: 11. (7) Reactant: [CH:1]([C:3]1[CH:4]=[C:5]2[C:10](=[CH:11][CH:12]=1)[CH:9]([C:13]([O:15][CH2:16][CH3:17])=[O:14])[N:8]([C:18]([O:20][C:21]([CH3:24])([CH3:23])[CH3:22])=[O:19])[CH2:7][CH2:6]2)=[O:2].[BH4-].[Na+].[Cl-].[NH4+]. Product: [OH:2][CH2:1][C:3]1[CH:4]=[C:5]2[C:10](=[CH:11][CH:12]=1)[CH:9]([C:13]([O:15][CH2:16][CH3:17])=[O:14])[N:8]([C:18]([O:20][C:21]([CH3:22])([CH3:24])[CH3:23])=[O:19])[CH2:7][CH2:6]2. The catalyst class is: 5.